From a dataset of Forward reaction prediction with 1.9M reactions from USPTO patents (1976-2016). Predict the product of the given reaction. (1) Given the reactants [C:1]([O:8]CC)(=O)[C:2]([O:4]CC)=O.[CH:11]1[C:20]2[C:15](=[CH:16][CH:17]=[CH:18][CH:19]=2)[CH:14]=[C:13]([NH2:21])[C:12]=1[NH2:22], predict the reaction product. The product is: [NH:21]1[C:13]2[CH:14]=[C:15]3[CH:16]=[CH:17][CH:18]=[CH:19][C:20]3=[CH:11][C:12]=2[NH:22][C:1](=[O:8])[C:2]1=[O:4]. (2) Given the reactants [F:1][C:2]1[C:3]([CH2:21][NH:22][C:23]([C@@H:25]2[CH2:29][C@@H:28]([F:30])[C@H:27]([CH3:31])[N:26]2[S:32]([C:35]2[CH:40]=[CH:39][C:38]([F:41])=[CH:37][CH:36]=2)(=[O:34])=[O:33])=[O:24])=[CH:4][C:5]([C:8]2[CH2:13][CH2:12][N:11](C(OC(C)(C)C)=O)[CH2:10][CH:9]=2)=[N:6][CH:7]=1.Cl, predict the reaction product. The product is: [F:30][C@H:28]1[C@H:27]([CH3:31])[N:26]([S:32]([C:35]2[CH:36]=[CH:37][C:38]([F:41])=[CH:39][CH:40]=2)(=[O:33])=[O:34])[C@H:25]([C:23]([NH:22][CH2:21][C:3]2[C:2]([F:1])=[CH:7][N:6]=[C:5]([C:8]3[CH2:13][CH2:12][NH:11][CH2:10][CH:9]=3)[CH:4]=2)=[O:24])[CH2:29]1. (3) Given the reactants [S:1](Cl)(=[O:4])(=[O:3])[NH2:2].C1(C)C=CC=CC=1.[Cl:13][C:14]1[CH:34]=[CH:33][C:17]([CH2:18][N:19]([N:28]2[CH:32]=[N:31][N:30]=[CH:29]2)[C:20]2[CH:27]=[CH:26][C:23]([C:24]#[N:25])=[CH:22][CH:21]=2)=[CH:16][C:15]=1[OH:35], predict the reaction product. The product is: [Cl:13][C:14]1[CH:34]=[CH:33][C:17]([CH2:18][N:19]([C:20]2[CH:21]=[CH:22][C:23]([C:24]#[N:25])=[CH:26][CH:27]=2)[N:28]2[CH:29]=[N:30][N:31]=[CH:32]2)=[CH:16][C:15]=1[O:35][S:1](=[O:4])(=[O:3])[NH2:2]. (4) The product is: [O:6]1[CH:7]=[CH:8][C:4]([C:2]([NH2:13])([CH3:3])[CH3:1])=[N:5]1. Given the reactants [CH3:1][C:2]([NH:13]C(=O)OC(C)(C)C)([C:4]1[CH:8]=[C:7]([Si](C)(C)C)[O:6][N:5]=1)[CH3:3].C(O)(C(F)(F)F)=O, predict the reaction product.